This data is from Full USPTO retrosynthesis dataset with 1.9M reactions from patents (1976-2016). The task is: Predict the reactants needed to synthesize the given product. (1) Given the product [CH2:16]([N:10]1[C:9](=[O:23])[C:8]2[C:7]([C:24]#[N:25])=[N:6][C:5]([C:3]([NH:26][CH2:27][CH2:28][CH2:29][CH2:30][C:31]([OH:33])=[O:32])=[O:4])=[C:14]([OH:15])[C:13]=2[CH:12]=[CH:11]1)[C:17]1[CH:18]=[CH:19][CH:20]=[CH:21][CH:22]=1, predict the reactants needed to synthesize it. The reactants are: CO[C:3]([C:5]1[N:6]=[C:7]([C:24]#[N:25])[C:8]2[C:9](=[O:23])[N:10]([CH2:16][C:17]3[CH:22]=[CH:21][CH:20]=[CH:19][CH:18]=3)[CH:11]=[CH:12][C:13]=2[C:14]=1[OH:15])=[O:4].[NH2:26][CH2:27][CH2:28][CH2:29][CH2:30][C:31]([OH:33])=[O:32].C[O-].[Na+]. (2) Given the product [C:14]([C:18]1[CH:19]=[CH:20][C:21]([NH:22][C:6]([C:5]2[CH:4]=[CH:3][C:2]([C:1]([O:12][CH3:13])=[O:11])=[CH:10][CH:9]=2)=[O:8])=[CH:23][CH:24]=1)([CH3:17])([CH3:15])[CH3:16], predict the reactants needed to synthesize it. The reactants are: [C:1]([O:12][CH3:13])(=[O:11])[C:2]1[CH:10]=[CH:9][C:5]([C:6]([O-:8])=O)=[CH:4][CH:3]=1.[C:14]([C:18]1[CH:24]=[CH:23][C:21]([NH2:22])=[CH:20][CH:19]=1)([CH3:17])([CH3:16])[CH3:15].CCN(C(C)C)C(C)C. (3) Given the product [Cl:1][C:2]1[CH:3]=[C:4]([CH:14]=[CH:15][C:16]=1[Cl:17])[CH2:5][N:6]1[CH2:11][CH2:10][O:9][CH:8]([CH2:12][NH:13][C:25](=[O:26])[CH2:24][C:18]2[CH:23]=[CH:22][CH:21]=[CH:20][CH:19]=2)[CH2:7]1, predict the reactants needed to synthesize it. The reactants are: [Cl:1][C:2]1[CH:3]=[C:4]([CH:14]=[CH:15][C:16]=1[Cl:17])[CH2:5][N:6]1[CH2:11][CH2:10][O:9][CH:8]([CH2:12][NH2:13])[CH2:7]1.[C:18]1([CH2:24][C:25](O)=[O:26])[CH:23]=[CH:22][CH:21]=[CH:20][CH:19]=1. (4) Given the product [CH:15]1([N:10]2[C:11]3[C:7](=[CH:6][CH:5]=[C:4]([S:3][CH2:1][CH3:2])[CH:12]=3)[C:8]([C:13]#[N:14])=[CH:9]2)[CH2:18][CH2:17][CH2:16]1, predict the reactants needed to synthesize it. The reactants are: [CH2:1]([S:3][C:4]1[CH:12]=[C:11]2[C:7]([C:8]([C:13]#[N:14])=[CH:9][NH:10]2)=[CH:6][CH:5]=1)[CH3:2].[CH:15]1(Br)[CH2:18][CH2:17][CH2:16]1. (5) The reactants are: [NH2:1][C:2]1[CH:3]=[C:4]([CH:19]=[CH:20][CH:21]=1)[CH2:5][N:6]1[CH2:11][CH2:10][N:9]([C:12]([O:14][C:15]([CH3:18])([CH3:17])[CH3:16])=[O:13])[CH2:8][CH2:7]1.Cl[C:23]1[CH:28]=[C:27]([O:29][C:30]2[C:31]([CH3:37])=[N:32][C:33]([CH3:36])=[CH:34][CH:35]=2)[CH:26]=[CH:25][N:24]=1.C([O-])([O-])=O.[Cs+].[Cs+].CC1(C)C2C(=C(P(C3C=CC=CC=3)C3C=CC=CC=3)C=CC=2)OC2C(P(C3C=CC=CC=3)C3C=CC=CC=3)=CC=CC1=2. Given the product [CH3:37][C:31]1[C:30]([O:29][C:27]2[CH:28]=[CH:23][N:24]=[C:25]([NH:1][C:2]3[CH:3]=[C:4]([CH2:5][N:6]4[CH2:11][CH2:10][N:9]([C:12]([O:14][C:15]([CH3:16])([CH3:17])[CH3:18])=[O:13])[CH2:8][CH2:7]4)[CH:19]=[CH:20][CH:21]=3)[CH:26]=2)=[CH:35][CH:34]=[C:33]([CH3:36])[N:32]=1, predict the reactants needed to synthesize it. (6) The reactants are: [CH3:1][CH2:2][C@@H:3]([NH2:7])[C:4]([OH:6])=[O:5]. Given the product [CH3:1][CH2:2][C@H:3]([NH2:7])[C:4]([OH:6])=[O:5].[CH3:1][CH2:2][C@@H:3]([NH2:7])[C:4]([OH:6])=[O:5], predict the reactants needed to synthesize it. (7) Given the product [Br:8][C:5]1[CH:6]=[CH:7][C:2]([Sn:14]([CH2:19][CH2:20][CH2:21][CH3:22])([CH2:23][CH2:24][CH2:25][CH3:26])[CH2:15][CH2:16][CH2:17][CH3:18])=[CH:3][CH:4]=1, predict the reactants needed to synthesize it. The reactants are: Br[C:2]1[CH:7]=[CH:6][C:5]([Br:8])=[CH:4][CH:3]=1.[Li]CCCC.[Sn:14](Cl)([CH2:23][CH2:24][CH2:25][CH3:26])([CH2:19][CH2:20][CH2:21][CH3:22])[CH2:15][CH2:16][CH2:17][CH3:18]. (8) Given the product [Br:16][CH2:2][C:1]([C:4]1[CH:9]=[CH:8][C:7]([NH:10][C:11](=[O:14])[O:12][CH3:13])=[C:6]([F:15])[CH:5]=1)=[O:3], predict the reactants needed to synthesize it. The reactants are: [C:1]([C:4]1[CH:9]=[CH:8][C:7]([NH:10][C:11](=[O:14])[O:12][CH3:13])=[C:6]([F:15])[CH:5]=1)(=[O:3])[CH3:2].[BrH:16].[Br-].[Br-].[Br-].[NH+]1C=CC=CC=1.[NH+]1C=CC=CC=1.[NH+]1C=CC=CC=1.C(=O)(O)[O-].[Na+]. (9) Given the product [CH2:1]([O:8][C:9]1[CH:10]=[C:11]([CH2:12][CH2:18][CH2:17][OH:19])[CH:14]=[CH:15][CH:16]=1)[C:2]1[CH:7]=[CH:6][CH:5]=[CH:4][CH:3]=1, predict the reactants needed to synthesize it. The reactants are: [CH2:1]([O:8][C:9]1[CH:10]=[C:11]([CH:14]=[CH:15][CH:16]=1)[CH:12]=O)[C:2]1[CH:7]=[CH:6][CH:5]=[CH:4][CH:3]=1.[C:17](OCCP(OCC)(OCC)=O)(=[O:19])[CH3:18].[H-].[Na+].C(N)CN.[H][H]. (10) Given the product [CH:15]1([N:18]2[CH2:23][CH2:22][N:21]([C:8]3[CH:7]=[CH:6][C:5]([N+:11]([O-:13])=[O:12])=[C:4]([O:3][CH:2]([F:14])[F:1])[CH:9]=3)[CH2:20][CH2:19]2)[CH2:17][CH2:16]1, predict the reactants needed to synthesize it. The reactants are: [F:1][CH:2]([F:14])[O:3][C:4]1[CH:9]=[C:8](F)[CH:7]=[CH:6][C:5]=1[N+:11]([O-:13])=[O:12].[CH:15]1([N:18]2[CH2:23][CH2:22][NH:21][CH2:20][CH2:19]2)[CH2:17][CH2:16]1.